From a dataset of Full USPTO retrosynthesis dataset with 1.9M reactions from patents (1976-2016). Predict the reactants needed to synthesize the given product. Given the product [Cl:1][C:2]1[CH:7]=[CH:6][C:5]([C:8]2[C:13]([C:14]3[CH:19]=[CH:18][C:17]([Cl:20])=[CH:16][CH:15]=3)=[N:12][C:11]([C:21]([O:24][N:25]3[CH2:30][CH2:29][CH2:28][CH2:27][CH2:26]3)=[O:22])=[CH:10][N:9]=2)=[CH:4][CH:3]=1, predict the reactants needed to synthesize it. The reactants are: [Cl:1][C:2]1[CH:7]=[CH:6][C:5]([C:8]2[N:9]=[CH:10][C:11]([C:21](Cl)=[O:22])=[N:12][C:13]=2[C:14]2[CH:19]=[CH:18][C:17]([Cl:20])=[CH:16][CH:15]=2)=[CH:4][CH:3]=1.[OH:24][N:25]1[CH2:30][CH2:29][CH2:28][CH2:27][CH2:26]1.